From a dataset of Forward reaction prediction with 1.9M reactions from USPTO patents (1976-2016). Predict the product of the given reaction. (1) Given the reactants [Si:1]([O:8][CH2:9][CH2:10][O:11][N:12]1C(=O)C2C(=CC=CC=2)C1=O)([C:4]([CH3:7])([CH3:6])[CH3:5])([CH3:3])[CH3:2].CNN, predict the reaction product. The product is: [Si:1]([O:8][CH2:9][CH2:10][O:11][NH2:12])([C:4]([CH3:7])([CH3:6])[CH3:5])([CH3:3])[CH3:2]. (2) Given the reactants [Cl:1][C:2]1[CH:7]=[CH:6][C:5]([CH2:8][CH:9]2[CH2:13][CH2:12][NH:11][C:10]2=[CH:14][N+:15]([O-:17])=[O:16])=[CH:4][N:3]=1.[CH2:18](I)[CH3:19].C(=O)([O-])[O-].[K+].[K+], predict the reaction product. The product is: [Cl:1][C:2]1[CH:7]=[CH:6][C:5]([CH2:8][CH:9]2[CH2:13][CH2:12][N:11]([CH2:18][CH3:19])[C:10]2=[CH:14][N+:15]([O-:17])=[O:16])=[CH:4][N:3]=1. (3) Given the reactants BrC1C(N(C2CCCC2)N)=N[C:5]([C:8]#[N:9])=[N:6][CH:7]=1.[C:17](=[O:20])([O-])[O-:18].[K+].[K+].BrC1C=C[C:27](C(Br)=O)=[C:26]([CH3:33])[CH:25]=1.O.[C:35](OC)(C)(C)C, predict the reaction product. The product is: [CH3:35][N:9]([CH2:8][CH2:5][NH:6][CH3:7])[C:17](=[O:20])[O:18][C:26]([CH3:33])([CH3:27])[CH3:25]. (4) Given the reactants [CH:1]1[C:6]([CH:7]=[O:8])=[CH:5][CH:4]=[C:3]([CH:9]=O)[CH:2]=1.[NH2:11][N:12]1[CH2:17][CH2:16][N:15]([CH3:18])[CH2:14][CH2:13]1, predict the reaction product. The product is: [CH3:18][N:15]1[CH2:16][CH2:17][N:12]([N:11]=[CH:9][C:3]2[CH:2]=[CH:1][C:6]([CH:7]=[O:8])=[CH:5][CH:4]=2)[CH2:13][CH2:14]1. (5) Given the reactants [C:1]1([O:7][P:8]([O:16]C2C=CC=CC=2)[O:9][C:10]2[CH:15]=[CH:14][CH:13]=[CH:12][CH:11]=2)[CH:6]=[CH:5][CH:4]=[CH:3][CH:2]=1.IC.[CH3:25]OP(OC)OC, predict the reaction product. The product is: [CH3:25][P:8](=[O:16])([O:9][C:10]1[CH:15]=[CH:14][CH:13]=[CH:12][CH:11]=1)[O:7][C:1]1[CH:6]=[CH:5][CH:4]=[CH:3][CH:2]=1.